This data is from Peptide-MHC class I binding affinity with 185,985 pairs from IEDB/IMGT. The task is: Regression. Given a peptide amino acid sequence and an MHC pseudo amino acid sequence, predict their binding affinity value. This is MHC class I binding data. (1) The peptide sequence is YLQAKSQVL. The MHC is HLA-B57:01 with pseudo-sequence HLA-B57:01. The binding affinity (normalized) is 0.0847. (2) The peptide sequence is EDFLLMYEM. The MHC is HLA-B44:02 with pseudo-sequence HLA-B44:02. The binding affinity (normalized) is 0.411. (3) The peptide sequence is CVMYASALV. The MHC is HLA-A02:02 with pseudo-sequence HLA-A02:02. The binding affinity (normalized) is 0.861. (4) The peptide sequence is RQSPTAFEF. The binding affinity (normalized) is 0.363. The MHC is Mamu-B3901 with pseudo-sequence Mamu-B3901.